Dataset: Forward reaction prediction with 1.9M reactions from USPTO patents (1976-2016). Task: Predict the product of the given reaction. (1) Given the reactants Br[CH2:2][C:3]12[CH2:12][CH:7]3[CH2:8][CH:9]([CH2:11][CH:5]([CH2:6]3)[CH2:4]1)[CH2:10]2.[CH3:13][C:14]1([CH3:26])[C:18]([CH3:20])([CH3:19])[O:17][B:16]([C:21]2[CH:22]=[N:23][NH:24][CH:25]=2)[O:15]1.[H-].[Na+], predict the reaction product. The product is: [CH3:13][C:14]1([CH3:26])[C:18]([CH3:19])([CH3:20])[O:17][B:16]([C:21]2[CH:25]=[N:24][N:23]([CH2:2][C:3]34[CH2:12][CH:7]5[CH2:8][CH:9]([CH2:11][CH:5]([CH2:6]5)[CH2:4]3)[CH2:10]4)[CH:22]=2)[O:15]1. (2) Given the reactants [F:1][CH2:2][CH2:3][NH:4][C:5]1[N:9](C(OCC(C)C)=O)[C:8]2[CH:17]=[CH:18][C:19]([C:21]3[CH:22]=[CH:23][C:24]4[O:30][CH2:29][CH2:28][N:27]([C:31](OC(C)(C)C)=[O:32])[CH2:26][C:25]=4[CH:38]=3)=[CH:20][C:7]=2[N:6]=1.C(O)(C(F)(F)F)=O.CCN(C(C)C)C(C)C.[F:55][C:56]1[CH:57]=[C:58]([CH:62]2[CH2:67][C:66](=[O:68])[CH2:65][CH2:64][N:63]2C(Cl)=O)[CH:59]=[CH:60][CH:61]=1.C(=O)([O-])[O-].[K+].[K+], predict the reaction product. The product is: [F:1][CH2:2][CH2:3][NH:4][C:5]1[NH:9][C:8]2[CH:17]=[CH:18][C:19]([C:21]3[CH:22]=[CH:23][C:24]4[O:30][CH2:29][CH2:28][N:27]([C:31]([N:63]5[CH2:64][CH2:65][C:66](=[O:68])[CH2:67][CH:62]5[C:58]5[CH:59]=[CH:60][CH:61]=[C:56]([F:55])[CH:57]=5)=[O:32])[CH2:26][C:25]=4[CH:38]=3)=[CH:20][C:7]=2[N:6]=1. (3) Given the reactants [F:1][C:2]1[CH:3]=[C:4]([C:8]2[N:13]=[C:12]([CH3:14])[C:11]([C:15]([OH:17])=O)=[CH:10][N:9]=2)[CH:5]=[CH:6][CH:7]=1.C1CN([P+](ON2N=NC3C=CC=NC2=3)(N2CCCC2)N2CCCC2)CC1.F[P-](F)(F)(F)(F)F.CCN(C(C)C)C(C)C.[Br:60][C:61]1[CH:62]=[C:63]2[C:67](=[CH:68][CH:69]=1)[N:66]([NH2:70])[CH:65]=[CH:64]2, predict the reaction product. The product is: [Br:60][C:61]1[CH:62]=[C:63]2[C:67](=[CH:68][CH:69]=1)[N:66]([NH:70][C:15]([C:11]1[C:12]([CH3:14])=[N:13][C:8]([C:4]3[CH:5]=[CH:6][CH:7]=[C:2]([F:1])[CH:3]=3)=[N:9][CH:10]=1)=[O:17])[CH:65]=[CH:64]2.